From a dataset of Reaction yield outcomes from USPTO patents with 853,638 reactions. Predict the reaction yield, written as a fraction of the theoretical maximum amount of product (1.0 means a 100% yield; for example, 0.34 means a 34% yield). (1) No catalyst specified. The reactants are [F:1][C:2]([F:21])([F:20])[C:3]1[CH:8]=[CH:7][CH:6]=[CH:5][C:4]=1[C:9]1[O:10][C:11](=[O:19])[C:12]2[CH:18]=[CH:17][CH:16]=[N:15][C:13]=2[N:14]=1.[OH-].[NH4+:23]. The product is [F:1][C:2]([F:21])([F:20])[C:3]1[CH:8]=[CH:7][CH:6]=[CH:5][C:4]=1[C:9]([NH:14][C:13]1[N:15]=[CH:16][CH:17]=[CH:18][C:12]=1[C:11]([NH2:23])=[O:19])=[O:10]. The yield is 0.330. (2) The reactants are C([N:8]1[CH2:12][CH2:11][C@@H:10]([NH:13][C:14](=[O:29])[C:15]2[CH:20]=[C:19]([C:21]([F:24])([F:23])[F:22])[CH:18]=[C:17]([C:25]([F:28])([F:27])[F:26])[CH:16]=2)[CH2:9]1)C1C=CC=CC=1.[H][H]. The catalyst is [Pd].CO. The product is [NH:8]1[CH2:12][CH2:11][C@@H:10]([NH:13][C:14](=[O:29])[C:15]2[CH:20]=[C:19]([C:21]([F:24])([F:23])[F:22])[CH:18]=[C:17]([C:25]([F:26])([F:27])[F:28])[CH:16]=2)[CH2:9]1. The yield is 0.940. (3) The reactants are [C:1]([CH2:3][C:4]1([N:15]2[CH:19]=[C:18]([C:20]3[N:25]4[CH:26]=[CH:27][N:28]=[C:24]4[CH:23]=[C:22]([C:29]4[CH:30]=[N:31][N:32]([CH:34]5[CH2:37][O:36][CH2:35]5)[CH:33]=4)[N:21]=3)[CH:17]=[N:16]2)[CH2:7][N:6](C(OC(C)(C)C)=O)[CH2:5]1)#[N:2].[C:38]([OH:44])([C:40]([F:43])([F:42])[F:41])=[O:39]. The catalyst is C(Cl)Cl.C1(C)C=CC=CC=1. The product is [F:41][C:40]([F:43])([F:42])[C:38]([OH:44])=[O:39].[F:41][C:40]([F:43])([F:42])[C:38]([OH:44])=[O:39].[O:36]1[CH2:37][CH:34]([N:32]2[CH:33]=[C:29]([C:22]3[N:21]=[C:20]([C:18]4[CH:17]=[N:16][N:15]([C:4]5([CH2:3][C:1]#[N:2])[CH2:7][NH:6][CH2:5]5)[CH:19]=4)[N:25]4[CH:26]=[CH:27][N:28]=[C:24]4[CH:23]=3)[CH:30]=[N:31]2)[CH2:35]1. The yield is 0.974. (4) The reactants are [NH2:1][C:2]1[NH:6][C:5](=[O:7])[C:4]([C:19]2[CH:24]=[CH:23][C:22]([F:25])=[C:21]([C:26]3[CH:27]=[N:28][CH:29]=[N:30][CH:31]=3)[CH:20]=2)([C:8]2[CH:13]=[CH:12][C:11]([O:14][C:15]([F:18])([F:17])[F:16])=[CH:10][CH:9]=2)[N:3]=1.[OH-].[K+].Cl[CH:35]([F:37])[F:36]. The catalyst is CN(C)C=O. The product is [NH2:1][C:2]1[N:6]([CH:35]([F:37])[F:36])[C:5](=[O:7])[C:4]([C:19]2[CH:24]=[CH:23][C:22]([F:25])=[C:21]([C:26]3[CH:31]=[N:30][CH:29]=[N:28][CH:27]=3)[CH:20]=2)([C:8]2[CH:9]=[CH:10][C:11]([O:14][C:15]([F:17])([F:16])[F:18])=[CH:12][CH:13]=2)[N:3]=1. The yield is 0.140. (5) The reactants are [Mg].Br[C:3]1[CH:8]=[CH:7][C:6]([Br:9])=[CH:5][CH:4]=1.[O:10]=[C:11]1[CH2:15][CH2:14][CH2:13][N:12]1[C:16]([O:18][C:19]([CH3:22])([CH3:21])[CH3:20])=[O:17]. The catalyst is C1COCC1. The product is [Br:9][C:6]1[CH:7]=[CH:8][C:3]([C:11](=[O:10])[CH2:15][CH2:14][CH2:13][NH:12][C:16](=[O:17])[O:18][C:19]([CH3:20])([CH3:22])[CH3:21])=[CH:4][CH:5]=1. The yield is 0.600.